This data is from Peptide-MHC class I binding affinity with 185,985 pairs from IEDB/IMGT. The task is: Regression. Given a peptide amino acid sequence and an MHC pseudo amino acid sequence, predict their binding affinity value. This is MHC class I binding data. (1) The peptide sequence is TPNYMKLLV. The MHC is HLA-B51:01 with pseudo-sequence HLA-B51:01. The binding affinity (normalized) is 0. (2) The peptide sequence is GLVLHGEAI. The MHC is HLA-B07:02 with pseudo-sequence HLA-B07:02. The binding affinity (normalized) is 0.0847. (3) The peptide sequence is MVDVSMMSMY. The MHC is HLA-A11:01 with pseudo-sequence HLA-A11:01. The binding affinity (normalized) is 0.296. (4) The peptide sequence is FHSRFVQAL. The MHC is HLA-A29:02 with pseudo-sequence HLA-A29:02. The binding affinity (normalized) is 0.0847. (5) The peptide sequence is GIAWIPYFG. The MHC is HLA-A24:02 with pseudo-sequence HLA-A24:02. The binding affinity (normalized) is 0. (6) The peptide sequence is KELNIGRTF. The MHC is HLA-A30:01 with pseudo-sequence HLA-A30:01. The binding affinity (normalized) is 0.0847. (7) The binding affinity (normalized) is 0.0847. The peptide sequence is GAPWKIWML. The MHC is HLA-A03:01 with pseudo-sequence HLA-A03:01.